This data is from Full USPTO retrosynthesis dataset with 1.9M reactions from patents (1976-2016). The task is: Predict the reactants needed to synthesize the given product. The reactants are: [Cl:1][C:2]1[CH:3]=[CH:4][C:5]2[C:6]3[C:14]([NH:15][C@H:16]([CH:21]4[CH2:23][CH2:22]4)[C:17]([F:20])([F:19])[F:18])=[N:13][CH:12]=[C:11]([C:24]#[N:25])[C:7]=3[NH:8][C:9]=2[CH:10]=1.C(=O)([O-])[O-:27].[K+].[K+].CS(C)=O.OO. Given the product [Cl:1][C:2]1[CH:3]=[CH:4][C:5]2[C:6]3[C:14]([NH:15][C@H:16]([CH:21]4[CH2:22][CH2:23]4)[C:17]([F:18])([F:20])[F:19])=[N:13][CH:12]=[C:11]([C:24]([NH2:25])=[O:27])[C:7]=3[NH:8][C:9]=2[CH:10]=1, predict the reactants needed to synthesize it.